This data is from Forward reaction prediction with 1.9M reactions from USPTO patents (1976-2016). The task is: Predict the product of the given reaction. (1) Given the reactants O1C2(CCCC(C(OC)=O)C2)C1.[CH2:13]([O:15][C:16]1[CH:17]=[C:18]([CH:20]=[CH:21][CH:22]=1)[NH2:19])[CH3:14].COC1C=CC(CN2[CH2:34][C:33]3([CH2:39][CH2:38][CH2:37][CH:36]([C:40]([O:42][CH3:43])=[O:41])[CH2:35]3)[O:32][C:31]2=[O:44])=CC=1, predict the reaction product. The product is: [CH2:13]([O:15][C:16]1[CH:17]=[C:18]([N:19]2[CH2:34][C:33]3([CH2:39][CH2:38][CH2:37][CH:36]([C:40]([O:42][CH3:43])=[O:41])[CH2:35]3)[O:32][C:31]2=[O:44])[CH:20]=[CH:21][CH:22]=1)[CH3:14]. (2) Given the reactants [C:1]1([CH2:7][C:8]([OH:10])=O)[CH:6]=[CH:5][CH:4]=[CH:3][CH:2]=1.[CH3:11][S:12]([C:15]1[CH:20]=[CH:19][CH:18]=[CH:17][C:16]=1[C:21]1[CH:26]=[CH:25][C:24]([NH2:27])=[CH:23][CH:22]=1)(=[O:14])=[O:13].Cl.CN(C)CCC[N:34]=[C:35]=[N:36][CH2:37][CH3:38].ON1[C:45]2[CH:46]=CC=[CH:49][C:44]=2N=N1.CN1[CH2:56][CH2:55][O:54]CC1.CN(C=[O:61])C, predict the reaction product. The product is: [CH3:11][S:12]([C:15]1[CH:20]=[CH:19][CH:18]=[CH:17][C:16]=1[C:21]1[CH:22]=[CH:23][C:24]([NH:27][C:8](=[O:10])[CH:7]([O:54][C:55]2[CH:56]=[CH:46][CH:45]=[C:44]([C:35]3[N:36]=[C:37]([CH3:38])[O:61][N:34]=3)[CH:49]=2)[C:1]2[CH:2]=[CH:3][CH:4]=[CH:5][CH:6]=2)=[CH:25][CH:26]=1)(=[O:13])=[O:14]. (3) Given the reactants [CH:1]1([C:7]2[C:8]3[CH:9]=[CH:10][C:11]([C:30](=[O:38])[NH:31][S:32]([CH:35]4[CH2:37][CH2:36]4)(=[O:34])=[O:33])=[CH:12][C:13]=3[N:14]3[CH2:20][C:19]([C:21]([OH:23])=O)=[CH:18][C:17]4[CH:24]=[C:25]([O:28][CH3:29])[CH:26]=[CH:27][C:16]=4[C:15]=23)[CH2:6][CH2:5][CH2:4][CH2:3][CH2:2]1.[N:39]1([CH2:46][CH2:47][CH2:48][N:49]2[CH2:54][CH2:53][O:52][CH2:51][CH2:50]2)[CH2:45][CH2:44][CH2:43][NH:42][CH2:41][CH2:40]1.CN(C(ON1N=NC2C=CC=NC1=2)=[N+](C)C)C.F[P-](F)(F)(F)(F)F, predict the reaction product. The product is: [CH:1]1([C:7]2[C:8]3[CH:9]=[CH:10][C:11]([C:30]([NH:31][S:32]([CH:35]4[CH2:36][CH2:37]4)(=[O:34])=[O:33])=[O:38])=[CH:12][C:13]=3[N:14]3[CH2:20][C:19]([C:21]([N:42]4[CH2:43][CH2:44][CH2:45][N:39]([CH2:46][CH2:47][CH2:48][N:49]5[CH2:50][CH2:51][O:52][CH2:53][CH2:54]5)[CH2:40][CH2:41]4)=[O:23])=[CH:18][C:17]4[CH:24]=[C:25]([O:28][CH3:29])[CH:26]=[CH:27][C:16]=4[C:15]=23)[CH2:2][CH2:3][CH2:4][CH2:5][CH2:6]1. (4) Given the reactants [CH2:1]([O:3][C:4]1[N:8]([CH2:9][C:10]2[CH:15]=[CH:14][C:13]([C:16]3[CH:21]=[CH:20][CH:19]=[CH:18][C:17]=3[C:22]3[N:26](C(C4C=CC=CC=4)(C4C=CC=CC=4)C4C=CC=CC=4)[N:25]=[N:24][N:23]=3)=[CH:12][CH:11]=2)[C:7]2[C:46]([C:50]([O:52][CH:53]([O:55][C:56]([O:58][CH2:59][CH2:60][CH2:61][C@@H:62]([O:69][N+:70]([O-:72])=[O:71])[C@H:63]([O:65][N+:66]([O-:68])=[O:67])[CH3:64])=[O:57])[CH3:54])=[O:51])=[CH:47][CH:48]=[CH:49][C:6]=2[N:5]=1)[CH3:2], predict the reaction product. The product is: [CH2:1]([O:3][C:4]1[N:8]([CH2:9][C:10]2[CH:11]=[CH:12][C:13]([C:16]3[CH:21]=[CH:20][CH:19]=[CH:18][C:17]=3[C:22]3[NH:23][N:24]=[N:25][N:26]=3)=[CH:14][CH:15]=2)[C:7]2[C:46]([C:50]([O:52][CH:53]([O:55][C:56]([O:58][CH2:59][CH2:60][CH2:61][C@@H:62]([O:69][N+:70]([O-:72])=[O:71])[C@H:63]([O:65][N+:66]([O-:68])=[O:67])[CH3:64])=[O:57])[CH3:54])=[O:51])=[CH:47][CH:48]=[CH:49][C:6]=2[N:5]=1)[CH3:2]. (5) Given the reactants [CH:1]1([C:4]2[N:8]=[C:7]([C:9]3[C:10]4[CH2:18][CH2:17][CH:16]([CH2:19][CH3:20])[CH2:15][C:11]=4[S:12][C:13]=3[NH2:14])[O:6][N:5]=2)[CH2:3][CH2:2]1.[CH:21]12[CH2:28][CH2:27][CH:24]([CH2:25][CH2:26]1)[C:23]1[C:29]([O:31][C:32](=[O:33])[C:22]2=1)=[O:30], predict the reaction product. The product is: [CH:1]1([C:4]2[N:8]=[C:7]([C:9]3[C:10]4[CH2:18][CH2:17][CH:16]([CH2:19][CH3:20])[CH2:15][C:11]=4[S:12][C:13]=3[NH:14][C:32]([C:22]3[CH:21]4[CH2:28][CH2:27][CH:24]([CH2:25][CH2:26]4)[C:23]=3[C:29]([OH:31])=[O:30])=[O:33])[O:6][N:5]=2)[CH2:3][CH2:2]1. (6) Given the reactants Cl[C:2]1[CH:7]=[C:6]([C:8]([F:11])([F:10])[F:9])[N:5]=[C:4]([C:12]2[CH:13]=[N:14][CH:15]=[CH:16][CH:17]=2)[N:3]=1.[NH2:18][N:19]1[CH:23]=[N:22][N:21]=[CH:20]1, predict the reaction product. The product is: [N:19]1([NH:18][C:2]2[CH:7]=[C:6]([C:8]([F:11])([F:10])[F:9])[N:5]=[C:4]([C:12]3[CH:13]=[N:14][CH:15]=[CH:16][CH:17]=3)[N:3]=2)[CH:23]=[N:22][N:21]=[CH:20]1.